From a dataset of Oral bioavailability binary classification data from Ma et al.. Regression/Classification. Given a drug SMILES string, predict its absorption, distribution, metabolism, or excretion properties. Task type varies by dataset: regression for continuous measurements (e.g., permeability, clearance, half-life) or binary classification for categorical outcomes (e.g., BBB penetration, CYP inhibition). Dataset: bioavailability_ma. (1) The compound is CN1[C@H]2CCC[C@@H]1C[C@H](NC(=O)c1nn(C)c3ccccc13)C2. The result is 1 (high bioavailability). (2) The drug is CCC(C)n1ncn(-c2ccc(N3CCN(c4ccc(OC[C@H]5CO[C@](Cn6cncn6)(c6ccc(Cl)cc6Cl)O5)cc4)CC3)cc2)c1=O. The result is 1 (high bioavailability). (3) The molecule is Nc1ccc(S(=O)(=O)c2ccc(N)cc2)cc1. The result is 1 (high bioavailability). (4) The drug is C=CC[N@@+]12CC[C@@]34c5ccccc5N5/C=C6/[C@H]7C[C@H]8[C@@]9(CC[N@@+]8(CC=C)C/C7=C/CO)c7ccccc7N(/C=C(/[C@@H](C[C@@H]31)/C(=C\CO)C2)[C@H]54)[C@@H]69. The result is 0 (low bioavailability). (5) The compound is O=C(O)CCc1nc(-c2ccccc2)c(-c2ccccc2)o1. The result is 1 (high bioavailability).